From a dataset of NCI-60 drug combinations with 297,098 pairs across 59 cell lines. Regression. Given two drug SMILES strings and cell line genomic features, predict the synergy score measuring deviation from expected non-interaction effect. (1) Cell line: NCI-H522. Drug 1: COC1=C(C=C2C(=C1)N=CN=C2NC3=CC(=C(C=C3)F)Cl)OCCCN4CCOCC4. Synergy scores: CSS=33.7, Synergy_ZIP=1.80, Synergy_Bliss=2.71, Synergy_Loewe=-20.2, Synergy_HSA=3.28. Drug 2: C1CN(P(=O)(OC1)NCCCl)CCCl. (2) Drug 1: C(CN)CNCCSP(=O)(O)O. Drug 2: COCCOC1=C(C=C2C(=C1)C(=NC=N2)NC3=CC=CC(=C3)C#C)OCCOC.Cl. Cell line: HCT116. Synergy scores: CSS=3.86, Synergy_ZIP=1.35, Synergy_Bliss=3.43, Synergy_Loewe=2.10, Synergy_HSA=0.957. (3) Drug 1: CC1=C(C=C(C=C1)NC(=O)C2=CC=C(C=C2)CN3CCN(CC3)C)NC4=NC=CC(=N4)C5=CN=CC=C5. Drug 2: CC(C)(C#N)C1=CC(=CC(=C1)CN2C=NC=N2)C(C)(C)C#N. Cell line: NCI-H460. Synergy scores: CSS=1.01, Synergy_ZIP=-1.06, Synergy_Bliss=-2.08, Synergy_Loewe=-0.599, Synergy_HSA=-2.03. (4) Drug 1: C1CC(=O)NC(=O)C1N2CC3=C(C2=O)C=CC=C3N. Drug 2: CCC1(C2=C(COC1=O)C(=O)N3CC4=CC5=C(C=CC(=C5CN(C)C)O)N=C4C3=C2)O.Cl. Cell line: PC-3. Synergy scores: CSS=14.7, Synergy_ZIP=-5.45, Synergy_Bliss=2.26, Synergy_Loewe=3.77, Synergy_HSA=3.79. (5) Drug 1: CC(C)(C#N)C1=CC(=CC(=C1)CN2C=NC=N2)C(C)(C)C#N. Drug 2: C1=NNC2=C1C(=O)NC=N2. Cell line: NCI-H460. Synergy scores: CSS=9.90, Synergy_ZIP=-4.23, Synergy_Bliss=-2.33, Synergy_Loewe=-2.61, Synergy_HSA=-3.58. (6) Drug 1: CNC(=O)C1=CC=CC=C1SC2=CC3=C(C=C2)C(=NN3)C=CC4=CC=CC=N4. Drug 2: C1C(C(OC1N2C=C(C(=O)NC2=O)F)CO)O. Cell line: BT-549. Synergy scores: CSS=10.9, Synergy_ZIP=-5.91, Synergy_Bliss=-5.29, Synergy_Loewe=-10.5, Synergy_HSA=-6.56. (7) Drug 1: C1=CC(=CC=C1CC(C(=O)O)N)N(CCCl)CCCl.Cl. Drug 2: C1CCC(C(C1)N)N.C(=O)(C(=O)[O-])[O-].[Pt+4]. Cell line: HS 578T. Synergy scores: CSS=10.9, Synergy_ZIP=-2.82, Synergy_Bliss=-4.72, Synergy_Loewe=-8.69, Synergy_HSA=-7.76.